From a dataset of Reaction yield outcomes from USPTO patents with 853,638 reactions. Predict the reaction yield, written as a fraction of the theoretical maximum amount of product (1.0 means a 100% yield; for example, 0.34 means a 34% yield). (1) The reactants are [CH:1]1([CH2:4][N:5]2[CH2:30][CH2:29][C@:12]34[C:13]5[C:14]6[O:28][C@H:11]3[C:10](=[O:31])[CH2:9][CH2:8][C@@:7]4([OH:32])[C@H:6]2[CH2:19][C:18]=5[CH:17]=[CH:16][C:15]=6[O:20][CH2:21][C:22]2[CH:27]=[CH:26][CH:25]=[CH:24][CH:23]=2)[CH2:3][CH2:2]1.[CH3:33][N:34]([CH:36](OC)OC)[CH3:35]. No catalyst specified. The product is [CH:1]1([CH2:4][N:5]2[CH2:30][CH2:29][C@:12]34[C:13]5[C:14]6[O:28][C@H:11]3[C:10](=[O:31])[C:9](=[CH:33][N:34]([CH3:36])[CH3:35])[CH2:8][C@@:7]4([OH:32])[C@H:6]2[CH2:19][C:18]=5[CH:17]=[CH:16][C:15]=6[O:20][CH2:21][C:22]2[CH:23]=[CH:24][CH:25]=[CH:26][CH:27]=2)[CH2:3][CH2:2]1. The yield is 0.760. (2) The reactants are Cl[C:2]1[C:3]2[CH2:17][CH2:16][CH2:15][C:4]=2[N:5]=[C:6]([C:8]2[CH:13]=[CH:12][CH:11]=[C:10]([Cl:14])[CH:9]=2)[N:7]=1.[NH2:18][C:19]1[CH:24]=[CH:23][C:22]([CH2:25][CH2:26][OH:27])=[CH:21][CH:20]=1. No catalyst specified. The product is [Cl:14][C:10]1[CH:9]=[C:8]([C:6]2[N:7]=[C:2]([NH:18][C:19]3[CH:24]=[CH:23][C:22]([CH2:25][CH2:26][OH:27])=[CH:21][CH:20]=3)[C:3]3[CH2:17][CH2:16][CH2:15][C:4]=3[N:5]=2)[CH:13]=[CH:12][CH:11]=1. The yield is 0.610. (3) The reactants are [CH3:1][C:2]1[CH:15]=[C:14]([N+:16]([O-:18])=[O:17])[CH:13]=[CH:12][C:3]=1[O:4][C:5]1[CH:10]=[CH:9][N:8]=[C:7]([NH2:11])[CH:6]=1.C(N(CC)CC)C.Cl[C:27](OC1C=CC=CC=1)=[O:28].[CH2:36]([N:38]([CH2:43][CH3:44])[CH2:39][CH2:40][CH2:41][NH2:42])[CH3:37]. The catalyst is O1CCCC1.CN(C)C=O. The product is [CH2:36]([N:38]([CH2:43][CH3:44])[CH2:39][CH2:40][CH2:41][NH:42][C:27]([NH:11][C:7]1[CH:6]=[C:5]([O:4][C:3]2[CH:12]=[CH:13][C:14]([N+:16]([O-:18])=[O:17])=[CH:15][C:2]=2[CH3:1])[CH:10]=[CH:9][N:8]=1)=[O:28])[CH3:37]. The yield is 0.969. (4) The reactants are Br[CH:2]([C:4]1[O:5][C:6]2[C:11]([C:12](=[O:21])[C:13]=1[C:14]1[CH:19]=[CH:18][CH:17]=[C:16]([F:20])[CH:15]=1)=[CH:10][C:9]([F:22])=[CH:8][CH:7]=2)[CH3:3].CS(C)=[O:25]. The catalyst is C(O)CCC. The product is [F:22][C:9]1[CH:10]=[C:11]2[C:6](=[CH:7][CH:8]=1)[O:5][C:4]([CH:2]([OH:25])[CH3:3])=[C:13]([C:14]1[CH:19]=[CH:18][CH:17]=[C:16]([F:20])[CH:15]=1)[C:12]2=[O:21]. The yield is 0.640. (5) The reactants are [C:1]([C:5]1[CH:6]=[C:7]2[C:12](=[CH:13][CH:14]=1)[C:11](=[O:15])[NH:10][C:9](=[O:16])[CH2:8]2)([CH3:4])([CH3:3])[CH3:2].[CH:17](OC)(OC)[O:18][CH3:19]. The catalyst is C(O)(=O)C. The product is [C:1]([C:5]1[CH:6]=[C:7]2[C:12](=[CH:13][CH:14]=1)[C:11](=[O:15])[NH:10][C:9](=[O:16])/[C:8]/2=[CH:17]/[O:18][CH3:19])([CH3:4])([CH3:2])[CH3:3]. The yield is 0.790. (6) The product is [F:22][C:23]1[CH:28]=[CH:27][C:26]([C:29](=[O:37])[CH2:30][N:31]2[CH2:32][CH2:33][N:34]([CH2:2][C:3]3[CH:8]=[C:7]([O:9][CH2:10][CH2:11][CH2:12][CH2:13][CH3:14])[C:6]([OH:15])=[C:5]([O:16][CH2:17][CH2:18][CH2:19][CH2:20][CH3:21])[CH:4]=3)[CH2:35][CH2:36]2)=[CH:25][CH:24]=1. The catalyst is O.C1COCC1. The yield is 0.150. The reactants are O[CH2:2][C:3]1[CH:8]=[C:7]([O:9][CH2:10][CH2:11][CH2:12][CH2:13][CH3:14])[C:6]([OH:15])=[C:5]([O:16][CH2:17][CH2:18][CH2:19][CH2:20][CH3:21])[CH:4]=1.[F:22][C:23]1[CH:28]=[CH:27][C:26]([C:29](=[O:37])[CH2:30][N:31]2[CH2:36][CH2:35][NH:34][CH2:33][CH2:32]2)=[CH:25][CH:24]=1.C1C=CC(P(C2C=CC=CC=2)C2C=CC=CC=2)=CC=1.N(C(OCC)=O)=NC(OCC)=O. (7) The reactants are [N:1]1([C:6]2[CH:13]=[CH:12][C:11](B3OC(C)(C)C(C)(C)O3)=[CH:10][C:7]=2[C:8]#[N:9])[CH2:5][CH2:4][CH2:3][CH2:2]1.[Cl:23][C:24]1[N:29]=[C:28](Cl)[CH:27]=[CH:26][N:25]=1.C(=O)([O-])[O-].[Na+].[Na+]. The catalyst is O1CCOCC1.O.C1C=CC([P]([Pd]([P](C2C=CC=CC=2)(C2C=CC=CC=2)C2C=CC=CC=2)([P](C2C=CC=CC=2)(C2C=CC=CC=2)C2C=CC=CC=2)[P](C2C=CC=CC=2)(C2C=CC=CC=2)C2C=CC=CC=2)(C2C=CC=CC=2)C2C=CC=CC=2)=CC=1. The product is [Cl:23][C:24]1[N:29]=[C:28]([C:11]2[CH:12]=[CH:13][C:6]([N:1]3[CH2:2][CH2:3][CH2:4][CH2:5]3)=[C:7]([CH:10]=2)[C:8]#[N:9])[CH:27]=[CH:26][N:25]=1. The yield is 0.760.